Dataset: Forward reaction prediction with 1.9M reactions from USPTO patents (1976-2016). Task: Predict the product of the given reaction. (1) Given the reactants Br[C:2]1[S:11][C:5]2[C:6](=[O:10])[NH:7][CH2:8][CH2:9][C:4]=2[CH:3]=1.[F:12][C:13]1[CH:18]=[CH:17][C:16](B(O)O)=[CH:15][CH:14]=1.C(=O)([O-])[O-].[Na+].[Na+], predict the reaction product. The product is: [F:12][C:13]1[CH:18]=[CH:17][C:16]([C:2]2[S:11][C:5]3[C:6](=[O:10])[NH:7][CH2:8][CH2:9][C:4]=3[CH:3]=2)=[CH:15][CH:14]=1. (2) Given the reactants Cl[C:2]1[C:11]2[C:6](=[CH:7][CH:8]=[C:9]([Cl:12])[N:10]=2)[N:5]=[CH:4][C:3]=1[C:13](=[O:15])[CH3:14].[N:16]1([CH2:21][C:22]2[CH:28]=[CH:27][C:25]([NH2:26])=[CH:24][CH:23]=2)[CH2:20][CH2:19][CH2:18][CH2:17]1, predict the reaction product. The product is: [Cl:12][C:9]1[N:10]=[C:11]2[C:6](=[CH:7][CH:8]=1)[N:5]=[CH:4][C:3]([C:13](=[O:15])[CH3:14])=[C:2]2[NH:26][C:25]1[CH:24]=[CH:23][C:22]([CH2:21][N:16]2[CH2:20][CH2:19][CH2:18][CH2:17]2)=[CH:28][CH:27]=1. (3) Given the reactants Br[C:2]1[CH:7]=[CH:6][C:5]([CH:8]([CH3:27])[C:9]([C:15]2[CH:16]=[CH:17][C:18]3[O:23][CH2:22][C:21](=[O:24])[N:20]([CH3:25])[C:19]=3[CH:26]=2)([OH:14])[C:10]([F:13])([F:12])[F:11])=[C:4]([Cl:28])[CH:3]=1.[C:29]([C:32]1[CH:37]=[CH:36][C:35](B(O)O)=[CH:34][CH:33]=1)([OH:31])=[O:30], predict the reaction product. The product is: [Cl:28][C:4]1[CH:3]=[C:2]([C:35]2[CH:36]=[CH:37][C:32]([C:29]([OH:31])=[O:30])=[CH:33][CH:34]=2)[CH:7]=[CH:6][C:5]=1[CH:8]([CH3:27])[C:9]([OH:14])([C:15]1[CH:16]=[CH:17][C:18]2[O:23][CH2:22][C:21](=[O:24])[N:20]([CH3:25])[C:19]=2[CH:26]=1)[C:10]([F:13])([F:12])[F:11]. (4) Given the reactants [F:1][C:2]1[C:3]([OH:10])=[C:4]([CH:7]=[CH:8][CH:9]=1)[CH:5]=O.[CH3:11][O:12][CH2:13][CH2:14][O:15][CH2:16]Cl.[CH3:18][O:19][C:20]1[CH:21]=[C:22]([CH:26]=[CH:27][C:28]=1[O:29][CH3:30])[CH2:23][C:24]#[N:25], predict the reaction product. The product is: [CH3:18][O:19][C:20]1[CH:21]=[C:22](/[C:23](=[CH:5]/[C:4]2[CH:7]=[CH:8][CH:9]=[C:2]([F:1])[C:3]=2[O:10][CH2:11][O:12][CH2:13][CH2:14][O:15][CH3:16])/[C:24]#[N:25])[CH:26]=[CH:27][C:28]=1[O:29][CH3:30]. (5) Given the reactants C(OC([N:8]1[CH:12]=[CH:11][CH:10]=[C:9]1[C:13]1[C:14]2[C:18]([CH:19]=[CH:20][CH:21]=1)=[N:17][N:16]1[C:22]([CH:27]3[CH2:32][CH2:31][N:30](C(OC(C)(C)C)=O)[CH2:29][CH2:28]3)=[CH:23][C:24](=[O:26])[NH:25][C:15]=21)=O)(C)(C)C.[ClH:40], predict the reaction product. The product is: [ClH:40].[NH:30]1[CH2:31][CH2:32][CH:27]([C:22]2[N:16]3[N:17]=[C:18]4[C:14]([C:13]([C:9]5[NH:8][CH:12]=[CH:11][CH:10]=5)=[CH:21][CH:20]=[CH:19]4)=[C:15]3[NH:25][C:24](=[O:26])[CH:23]=2)[CH2:28][CH2:29]1. (6) Given the reactants I[C:2]1[C:3]([NH:11][C:12]2[CH:13]=[N:14][C:15]([O:18][CH3:19])=[CH:16][CH:17]=2)=[N:4][C:5]([N:8]([CH3:10])[CH3:9])=[N:6][CH:7]=1.[CH3:20][C:21]1[N:26]=[C:25]([S:27][CH3:28])[N:24]=[C:23]([Sn](CCCC)(CCCC)CCCC)[N:22]=1.[F-].[Cs+].O1CCOCC1, predict the reaction product. The product is: [CH3:19][O:18][C:15]1[N:14]=[CH:13][C:12]([NH:11][C:3]2[C:2]([C:23]3[N:22]=[C:21]([CH3:20])[N:26]=[C:25]([S:27][CH3:28])[N:24]=3)=[CH:7][N:6]=[C:5]([N:8]([CH3:10])[CH3:9])[N:4]=2)=[CH:17][CH:16]=1. (7) Given the reactants [CH2:1]([CH:3]1[O:5][CH2:4]1)Cl.[Br:6][C:7]1[CH:13]=[CH:12][C:10]([OH:11])=[CH:9][C:8]=1[OH:14].[CH:15]([OH:18])([CH3:17])[CH3:16].[OH-:19].[Na+], predict the reaction product. The product is: [Br:6][C:7]12[CH:17]3[O:18][CH:15]3[CH2:16][O:19][CH2:1][CH:3]3[O:5][CH:4]3[C:9](=[C:10]([CH:12]=[CH:13]1)[OH:11])[CH:8]2[OH:14].